The task is: Predict the reactants needed to synthesize the given product.. This data is from Full USPTO retrosynthesis dataset with 1.9M reactions from patents (1976-2016). (1) Given the product [CH3:16][O:17][C:18]([CH:20]1[CH2:24][CH2:23][N:22]([CH2:35][C:34]2[CH:37]=[CH:38][CH:39]=[C:32]([O:25][C:26]3[CH:31]=[CH:30][CH:29]=[CH:28][CH:27]=3)[CH:33]=2)[CH2:21]1)=[O:19], predict the reactants needed to synthesize it. The reactants are: C(O[BH-](OC(=O)C)OC(=O)C)(=O)C.[Na+].Cl.[CH3:16][O:17][C:18]([CH:20]1[CH2:24][CH2:23][NH:22][CH2:21]1)=[O:19].[O:25]([C:32]1[CH:33]=[C:34]([CH:37]=[CH:38][CH:39]=1)[CH:35]=O)[C:26]1[CH:31]=[CH:30][CH:29]=[CH:28][CH:27]=1. (2) Given the product [CH3:16][N:13]1[C:12]([CH2:17][N:29]2[CH2:32][CH:31]([C:33]([OH:36])([CH3:35])[CH3:34])[CH2:30]2)=[N:11][C:10]2[C:14]1=[N:15][C:7]([N:6]1[C:5]3[CH:25]=[CH:26][CH:27]=[CH:28][C:4]=3[N:3]=[C:2]1[CH3:1])=[N:8][C:9]=2[N:19]1[CH2:20][CH2:21][O:22][CH2:23][CH2:24]1, predict the reactants needed to synthesize it. The reactants are: [CH3:1][C:2]1[N:6]([C:7]2[N:15]=[C:14]3[C:10]([N:11]=[C:12]([CH:17]=O)[N:13]3[CH3:16])=[C:9]([N:19]3[CH2:24][CH2:23][O:22][CH2:21][CH2:20]3)[N:8]=2)[C:5]2[CH:25]=[CH:26][CH:27]=[CH:28][C:4]=2[N:3]=1.[NH:29]1[CH2:32][CH:31]([C:33]([OH:36])([CH3:35])[CH3:34])[CH2:30]1.COC(OC)OC.C(O)(=O)C.C(O[BH-](OC(=O)C)OC(=O)C)(=O)C.[Na+]. (3) Given the product [CH3:19][NH:18][C:5]1[C:4]2[C:9](=[CH:10][CH:11]=[C:2]([C:28]3[CH:29]=[C:30]([CH:35]=[CH:36][CH:37]=3)[C:31]([O:33][CH3:34])=[O:32])[CH:3]=2)[N:8]=[C:7]([C:12]2[CH:13]=[N:14][CH:15]=[CH:16][CH:17]=2)[N:6]=1, predict the reactants needed to synthesize it. The reactants are: Br[C:2]1[CH:3]=[C:4]2[C:9](=[CH:10][CH:11]=1)[N:8]=[C:7]([C:12]1[CH:13]=[N:14][CH:15]=[CH:16][CH:17]=1)[N:6]=[C:5]2[NH:18][CH3:19].CC1(C)C(C)(C)OB([C:28]2[CH:29]=[C:30]([CH:35]=[CH:36][CH:37]=2)[C:31]([O:33][CH3:34])=[O:32])O1.C([O-])([O-])=O.[K+].[K+].O1CCOCC1. (4) Given the product [CH3:1][O:2][C:3]1[CH:4]=[C:5]2[C:10](=[CH:11][C:12]=1[O:13][CH3:14])[N:9]=[CH:8][CH:7]=[C:6]2[O:15][C:16]1[CH:22]=[CH:21][C:19]([NH:20][C:29](=[O:35])[O:28][CH2:26][C:42]2[CH:41]=[CH:40][CH:39]=[C:38]([CH3:37])[CH:43]=2)=[C:18]([CH3:23])[C:17]=1[CH3:24], predict the reactants needed to synthesize it. The reactants are: [CH3:1][O:2][C:3]1[CH:4]=[C:5]2[C:10](=[CH:11][C:12]=1[O:13][CH3:14])[N:9]=[CH:8][CH:7]=[C:6]2[O:15][C:16]1[CH:22]=[CH:21][C:19]([NH2:20])=[C:18]([CH3:23])[C:17]=1[CH3:24].Cl[C:26](Cl)([O:28][C:29](=[O:35])OC(Cl)(Cl)Cl)Cl.[CH3:37][C:38]1[CH:39]=[C:40](CO)[CH:41]=[CH:42][CH:43]=1.C(=O)(O)[O-].[Na+]. (5) Given the product [CH3:12][C:4]1[N:3]=[C:2]([NH:25][C:16]2[C:17]([O:23][CH3:24])=[CH:18][C:19]([O:21][CH3:22])=[CH:20][C:15]=2[O:14][CH3:13])[C:11]2[C:6](=[CH:7][CH:8]=[CH:9][CH:10]=2)[N:5]=1, predict the reactants needed to synthesize it. The reactants are: Cl[C:2]1[C:11]2[C:6](=[CH:7][CH:8]=[CH:9][CH:10]=2)[N:5]=[C:4]([CH3:12])[N:3]=1.[CH3:13][O:14][C:15]1[CH:20]=[C:19]([O:21][CH3:22])[CH:18]=[C:17]([O:23][CH3:24])[C:16]=1[NH2:25].